This data is from Peptide-MHC class I binding affinity with 185,985 pairs from IEDB/IMGT. The task is: Regression. Given a peptide amino acid sequence and an MHC pseudo amino acid sequence, predict their binding affinity value. This is MHC class I binding data. (1) The peptide sequence is ASSEPHCAL. The MHC is HLA-B44:02 with pseudo-sequence HLA-B44:02. The binding affinity (normalized) is 0.0847. (2) The binding affinity (normalized) is 0.786. The peptide sequence is IMDKEQLLK. The MHC is HLA-A03:01 with pseudo-sequence HLA-A03:01. (3) The peptide sequence is EGNETPGGY. The MHC is HLA-A26:01 with pseudo-sequence HLA-A26:01. The binding affinity (normalized) is 0.